This data is from Full USPTO retrosynthesis dataset with 1.9M reactions from patents (1976-2016). The task is: Predict the reactants needed to synthesize the given product. (1) Given the product [C:13]([N:10]1[CH2:11][C:12]2[C:2]([NH:1][C:17]3[N:22]=[C:21]([NH:23][C:24]4[CH:33]=[CH:32][CH:31]=[CH:30][C:25]=4[C:26]([NH:28][CH3:29])=[O:27])[C:20]([Cl:34])=[CH:19][N:18]=3)=[CH:3][CH:4]=[CH:5][C:6]=2[NH:7][CH2:8][CH2:9]1)(=[O:15])[CH3:14], predict the reactants needed to synthesize it. The reactants are: [NH2:1][C:2]1[C:12]2[CH2:11][N:10]([C:13](=[O:15])[CH3:14])[CH2:9][CH2:8][NH:7][C:6]=2[CH:5]=[CH:4][CH:3]=1.Cl[C:17]1[N:22]=[C:21]([NH:23][C:24]2[CH:33]=[CH:32][CH:31]=[CH:30][C:25]=2[C:26]([NH:28][CH3:29])=[O:27])[C:20]([Cl:34])=[CH:19][N:18]=1.Cl.O1CCOCC1. (2) Given the product [CH:1]([N:4]1[C:8]([C:9]2[N:18]=[C:17]3[N:11]([CH2:12][CH2:13][O:14][C:15]4[CH:22]=[C:21]([O:23][C:24]([C:29]5[CH:30]=[CH:31][CH:32]=[CH:33][CH:34]=5)([CH2:27][O:28][S:44]([CH3:43])(=[O:46])=[O:45])[CH2:25][O:26][S:44]([CH3:43])(=[O:46])=[O:45])[CH:20]=[CH:19][C:16]=43)[CH:10]=2)=[N:7][C:6]([CH3:35])=[N:5]1)([CH3:3])[CH3:2], predict the reactants needed to synthesize it. The reactants are: [CH:1]([N:4]1[C:8]([C:9]2[N:18]=[C:17]3[N:11]([CH2:12][CH2:13][O:14][C:15]4[CH:22]=[C:21]([O:23][C:24]([C:29]5[CH:34]=[CH:33][CH:32]=[CH:31][CH:30]=5)([CH2:27][OH:28])[CH2:25][OH:26])[CH:20]=[CH:19][C:16]=43)[CH:10]=2)=[N:7][C:6]([CH3:35])=[N:5]1)([CH3:3])[CH3:2].CCN(CC)CC.[CH3:43][S:44](Cl)(=[O:46])=[O:45]. (3) The reactants are: [O:1]1[CH2:5][CH2:4][CH2:3][CH:2]1[C:6]([O:8][CH2:9][CH3:10])=[O:7].I[CH2:12][C:13]1[CH:14]=[CH:15][C:16]([O:19][CH2:20][CH2:21][C:22]2[N:23]=[C:24]([C:28]3[CH:33]=[CH:32][CH:31]=[CH:30][CH:29]=3)[O:25][C:26]=2[CH3:27])=[N:17][CH:18]=1. Given the product [CH3:27][C:26]1[O:25][C:24]([C:28]2[CH:29]=[CH:30][CH:31]=[CH:32][CH:33]=2)=[N:23][C:22]=1[CH2:21][CH2:20][O:19][C:16]1[N:17]=[CH:18][C:13]([CH2:12][C:2]2([C:6]([O:8][CH2:9][CH3:10])=[O:7])[CH2:3][CH2:4][CH2:5][O:1]2)=[CH:14][CH:15]=1, predict the reactants needed to synthesize it.